This data is from Catalyst prediction with 721,799 reactions and 888 catalyst types from USPTO. The task is: Predict which catalyst facilitates the given reaction. Reactant: [C:1]1([C@@:7]2([CH2:19][NH2:20])[CH2:9][C@H:8]2[CH2:10][O:11][CH2:12][C:13]2[CH:18]=[CH:17][CH:16]=[CH:15][CH:14]=2)[CH:6]=[CH:5][CH:4]=[CH:3][CH:2]=1.C(N(CC)CC)C.[C:28](O[C:28]([O:30][C:31]([CH3:34])([CH3:33])[CH3:32])=[O:29])([O:30][C:31]([CH3:34])([CH3:33])[CH3:32])=[O:29]. Product: [C:1]1([C@@:7]2([CH2:19][NH:20][C:28](=[O:29])[O:30][C:31]([CH3:34])([CH3:33])[CH3:32])[CH2:9][C@H:8]2[CH2:10][O:11][CH2:12][C:13]2[CH:18]=[CH:17][CH:16]=[CH:15][CH:14]=2)[CH:2]=[CH:3][CH:4]=[CH:5][CH:6]=1. The catalyst class is: 2.